Dataset: Orexin1 receptor HTS with 218,158 compounds and 233 confirmed actives. Task: Binary Classification. Given a drug SMILES string, predict its activity (active/inactive) in a high-throughput screening assay against a specified biological target. (1) The drug is S1(=O)(=O)CC(N(C(=O)CN2C(=O)C(/SC2=S)=C/c2ccc(OC)cc2)C)CC1. The result is 0 (inactive). (2) The result is 0 (inactive). The molecule is O(Cc1n(Cc2c(cccc2)C)c2c(n1)cccc2)C. (3) The compound is O1CCC(N2CCC(CC2)C(=O)Nc2cc(ccc2)c2cc(OC)ccc2)CC1. The result is 0 (inactive). (4) The molecule is OC(=O)CC(Cn1nnnc1)c1ccccc1. The result is 0 (inactive). (5) The result is 0 (inactive). The compound is S(Cc1[nH]c(Nc2nc3c(c(n2)C)cc(cc3)C)nc(=O)c1)c1sc(nn1)C. (6) The molecule is O(c1ccc(n2nc(c(O)cc2=O)C(=O)N)cc1)c1ccccc1. The result is 0 (inactive). (7) The drug is o1c(c(C(=O)Nc2cc(ccc2)/C=C\C(O)=O)cc1)C. The result is 0 (inactive). (8) The compound is Fc1ccc(CC(=O)NCCc2c3c([nH]c2)ccc(OC)c3)cc1. The result is 0 (inactive). (9) The result is 0 (inactive). The drug is s1cc(/C=N\N2CCOCC2)cc1. (10) The compound is Clc1ccc(C(=O)NCCC(=O)Nc2cc(F)c(cc2)C)cc1. The result is 0 (inactive).